Task: Predict the reaction yield, written as a fraction of the theoretical maximum amount of product (1.0 means a 100% yield; for example, 0.34 means a 34% yield).. Dataset: Reaction yield outcomes from USPTO patents with 853,638 reactions (1) The reactants are Br[C:2]1[N:14]([CH2:15][C:16]([O:18][C:19]([CH3:22])([CH3:21])[CH3:20])=[O:17])[C:5]2=[N:6][CH:7]=[C:8]([C:10]([O:12][CH3:13])=[O:11])[CH:9]=[C:4]2[C:3]=1[CH:23]1[CH2:28][CH2:27][CH2:26][CH2:25][CH2:24]1.[C:29]1(B(O)O)[CH:34]=[CH:33][CH:32]=[CH:31][CH:30]=1.P([O-])([O-])([O-])=O.[K+].[K+].[K+]. The catalyst is C1(C)C=CC=CC=1.C1C=CC([P]([Pd]([P](C2C=CC=CC=2)(C2C=CC=CC=2)C2C=CC=CC=2)([P](C2C=CC=CC=2)(C2C=CC=CC=2)C2C=CC=CC=2)[P](C2C=CC=CC=2)(C2C=CC=CC=2)C2C=CC=CC=2)(C2C=CC=CC=2)C2C=CC=CC=2)=CC=1. The product is [C:19]([O:18][C:16](=[O:17])[CH2:15][N:14]1[C:5]2=[N:6][CH:7]=[C:8]([C:10]([O:12][CH3:13])=[O:11])[CH:9]=[C:4]2[C:3]([CH:23]2[CH2:28][CH2:27][CH2:26][CH2:25][CH2:24]2)=[C:2]1[C:29]1[CH:34]=[CH:33][CH:32]=[CH:31][CH:30]=1)([CH3:22])([CH3:21])[CH3:20]. The yield is 0.700. (2) The catalyst is O1CCOCC1.C(O[Hg]OC(=O)C)(=O)C. The product is [CH3:1][CH:2]1[CH2:7][CH2:6][N:5]([C:8]([O:10][C:11]([CH3:14])([CH3:12])[CH3:13])=[O:9])[CH2:4][CH:3]1[C:15]1[N:19]2[C:20]3[CH:26]=[CH:25][N:24]([S:27]([C:30]4[CH:31]=[CH:32][C:33]([CH3:34])=[CH:35][CH:36]=4)(=[O:28])=[O:29])[C:21]=3[N:22]=[CH:23][C:18]2=[CH:17][N:16]=1. The yield is 0.440. The reactants are [CH3:1][CH:2]1[CH2:7][CH2:6][N:5]([C:8]([O:10][C:11]([CH3:14])([CH3:13])[CH3:12])=[O:9])[CH2:4][CH:3]1[C:15](=O)[NH:16][CH2:17][C:18]1[N:19]=[C:20]2[CH:26]=[CH:25][N:24]([S:27]([C:30]3[CH:36]=[CH:35][C:33]([CH3:34])=[CH:32][CH:31]=3)(=[O:29])=[O:28])[C:21]2=[N:22][CH:23]=1.COC1C=CC(P2(SP(C3C=CC(OC)=CC=3)(=S)S2)=S)=CC=1.CCOC(C)=O. (3) The reactants are [OH:1][CH:2]([C:6]1[CH:11]=[CH:10][C:9]([C:12]2[N:16]=[C:15]([C:17]3[O:21][N:20]=[C:19]([C:22]4[CH:27]=[CH:26][CH:25]=[CH:24][CH:23]=4)[C:18]=3[C:28]([F:31])([F:30])[F:29])[O:14][N:13]=2)=[CH:8][CH:7]=1)[C:3]([OH:5])=O.Cl.[S:33]1[CH:37]=[CH:36][N:35]=[C:34]1[CH2:38][NH2:39].CN1CCOCC1.CN(C(ON1N=NC2C=CC=NC1=2)=[N+](C)C)C.F[P-](F)(F)(F)(F)F. The catalyst is CN(C=O)C. The product is [OH:1][CH:2]([C:6]1[CH:11]=[CH:10][C:9]([C:12]2[N:16]=[C:15]([C:17]3[O:21][N:20]=[C:19]([C:22]4[CH:27]=[CH:26][CH:25]=[CH:24][CH:23]=4)[C:18]=3[C:28]([F:31])([F:29])[F:30])[O:14][N:13]=2)=[CH:8][CH:7]=1)[C:3]([NH:39][CH2:38][C:34]1[S:33][CH:37]=[CH:36][N:35]=1)=[O:5]. The yield is 0.623. (4) The reactants are [Cl:1][C:2]1[CH:3]=[N:4][N:5]([CH3:17])[C:6]=1[C:7]1[CH:8]=[C:9]([C:14]([OH:16])=O)[S:10][C:11]=1[O:12][CH3:13].[NH2:18][C@@H:19]([CH2:32][C:33]1[CH:38]=[CH:37][C:36]([F:39])=[CH:35][CH:34]=1)[CH2:20][N:21]1[C:29](=[O:30])[C:28]2[C:23](=[CH:24][CH:25]=[CH:26][CH:27]=2)[C:22]1=[O:31].CC(OC(N[C@H](C(O)=O)CC1C=CC=CC=1C(F)(F)F)=O)(C)C.C1CN([P+](Br)(N2CCCC2)N2CCCC2)CC1.F[P-](F)(F)(F)(F)F.CCN(C(C)C)C(C)C. The catalyst is C(Cl)(Cl)Cl. The product is [Cl:1][C:2]1[CH:3]=[N:4][N:5]([CH3:17])[C:6]=1[C:7]1[CH:8]=[C:9]([C:14]([NH:18][C@@H:19]([CH2:32][C:33]2[CH:34]=[CH:35][C:36]([F:39])=[CH:37][CH:38]=2)[CH2:20][N:21]2[C:29](=[O:30])[C:28]3[C:23](=[CH:24][CH:25]=[CH:26][CH:27]=3)[C:22]2=[O:31])=[O:16])[S:10][C:11]=1[O:12][CH3:13]. The yield is 0.560.